From a dataset of Full USPTO retrosynthesis dataset with 1.9M reactions from patents (1976-2016). Predict the reactants needed to synthesize the given product. (1) Given the product [Cl:1][C:2]1[CH:7]=[C:6]([C:8]2[NH:12][C:11]3[CH:13]=[CH:14][CH:15]=[C:16]([NH2:17])[C:10]=3[N:9]=2)[CH:5]=[CH:4][N:3]=1, predict the reactants needed to synthesize it. The reactants are: [Cl:1][C:2]1[CH:7]=[C:6]([C:8]2[NH:12][C:11]3[CH:13]=[CH:14][CH:15]=[C:16]([NH:17]C(=O)OCC4C=CC=CC=4)[C:10]=3[N:9]=2)[CH:5]=[CH:4][N:3]=1.Br. (2) Given the product [Cl:20][C:21]1[CH:26]=[CH:25][C:24]([OH:30])=[C:23]([C:2]2[CH:3]=[N:4][C:5]([N:8]([CH2:13][C:14]3[CH:19]=[CH:18][CH:17]=[CH:16][CH:15]=3)[S:9]([CH3:12])(=[O:11])=[O:10])=[N:6][CH:7]=2)[CH:22]=1, predict the reactants needed to synthesize it. The reactants are: Br[C:2]1[CH:3]=[N:4][C:5]([N:8]([CH2:13][C:14]2[CH:19]=[CH:18][CH:17]=[CH:16][CH:15]=2)[S:9]([CH3:12])(=[O:11])=[O:10])=[N:6][CH:7]=1.[Cl:20][C:21]1[CH:22]=[CH:23][C:24]([OH:30])=[C:25](B(O)O)[CH:26]=1. (3) Given the product [CH:1]1([CH2:4][N:5]2[C:9]3[CH:10]=[CH:11][C:12]([C:18]4[CH:19]=[CH:20][C:21]([CH:25]=[O:28])=[N:22][C:23]=4[F:24])=[C:13]([C:14]([F:16])([F:15])[F:17])[C:8]=3[N:7]=[N:6]2)[CH2:3][CH2:2]1, predict the reactants needed to synthesize it. The reactants are: [CH:1]1([CH2:4][N:5]2[C:9]3[CH:10]=[CH:11][C:12]([C:18]4[CH:19]=[CH:20][C:21]([CH:25]([OH:28])CO)=[N:22][C:23]=4[F:24])=[C:13]([C:14]([F:17])([F:16])[F:15])[C:8]=3[N:7]=[N:6]2)[CH2:3][CH2:2]1.O.I([O-])(=O)(=O)=O.[Na+]. (4) Given the product [F:11][C:10]1[CH:9]=[C:8]([OH:1])[CH:7]=[N:6][C:5]=1[F:4], predict the reactants needed to synthesize it. The reactants are: [OH2:1].OO.[F:4][C:5]1[C:10]([F:11])=[CH:9][C:8](B2OC(C)(C)C(C)(C)O2)=[CH:7][N:6]=1. (5) The reactants are: Br[CH2:2][C:3]([O:5]C)=[O:4].C(=O)([O-])[O-].[K+].[K+].C([O:16][CH2:17][C:18]([CH3:57])([CH3:56])[CH2:19][N:20]1[C:26]2[CH:27]=[CH:28][C:29]([Cl:31])=[CH:30][C:25]=2[C@@H:24]([C:32]2[CH:37]=[CH:36][CH:35]=[C:34]([O:38][CH3:39])[C:33]=2[O:40][CH3:41])[O:23][C@H:22]([CH2:42][C:43]2[CH:47]=[C:46]([OH:48])[N:45]([CH2:49][C:50]([O:52]CC)=[O:51])[N:44]=2)[C:21]1=[O:55])(=O)C. Given the product [C:3]([CH2:2][O:48][C:46]1[N:45]([CH2:49][C:50]([OH:52])=[O:51])[N:44]=[C:43]([CH2:42][C@H:22]2[O:23][C@H:24]([C:32]3[CH:37]=[CH:36][CH:35]=[C:34]([O:38][CH3:39])[C:33]=3[O:40][CH3:41])[C:25]3[CH:30]=[C:29]([Cl:31])[CH:28]=[CH:27][C:26]=3[N:20]([CH2:19][C:18]([CH3:56])([CH3:57])[CH2:17][OH:16])[C:21]2=[O:55])[CH:47]=1)([OH:5])=[O:4], predict the reactants needed to synthesize it. (6) The reactants are: Cl[CH2:2][CH2:3][CH2:4][CH2:5][N:6]1[C:18]2[C:17]3[CH:16]=[CH:15][CH:14]=[CH:13][C:12]=3[N:11]=[C:10]([NH2:19])[C:9]=2[N:8]=[C:7]1[CH2:20][CH3:21].[SH:22][C:23]1[N:28]=[CH:27][CH:26]=[CH:25][N:24]=1. Given the product [CH2:20]([C:7]1[N:6]([CH2:5][CH2:4][CH2:3][CH2:2][S:22][C:23]2[N:28]=[CH:27][CH:26]=[CH:25][N:24]=2)[C:18]2[C:17]3[CH:16]=[CH:15][CH:14]=[CH:13][C:12]=3[N:11]=[C:10]([NH2:19])[C:9]=2[N:8]=1)[CH3:21], predict the reactants needed to synthesize it.